Predict the reaction yield, written as a fraction of the theoretical maximum amount of product (1.0 means a 100% yield; for example, 0.34 means a 34% yield). From a dataset of Reaction yield outcomes from USPTO patents with 853,638 reactions. (1) The reactants are [Cl:1][C:2]1[CH:3]=[C:4]2[C:8](=[CH:9][CH:10]=1)[NH:7][CH:6]=[C:5]2[CH2:11][CH2:12][NH:13][C:14](=[O:22])[C:15]1[CH:20]=[CH:19][C:18](I)=[CH:17][CH:16]=1.[F:23][C:24]([F:35])([F:34])[C:25]1[CH:30]=[CH:29][C:28](B(O)O)=[CH:27][CH:26]=1.C(=O)([O-])[O-].[Na+].[Na+]. The catalyst is C(COC)OC.O.C1C=CC([P]([Pd]([P](C2C=CC=CC=2)(C2C=CC=CC=2)C2C=CC=CC=2)([P](C2C=CC=CC=2)(C2C=CC=CC=2)C2C=CC=CC=2)[P](C2C=CC=CC=2)(C2C=CC=CC=2)C2C=CC=CC=2)(C2C=CC=CC=2)C2C=CC=CC=2)=CC=1. The product is [Cl:1][C:2]1[CH:3]=[C:4]2[C:8](=[CH:9][CH:10]=1)[NH:7][CH:6]=[C:5]2[CH2:11][CH2:12][NH:13][C:14]([C:15]1[CH:20]=[CH:19][C:18]([C:28]2[CH:29]=[CH:30][C:25]([C:24]([F:35])([F:34])[F:23])=[CH:26][CH:27]=2)=[CH:17][CH:16]=1)=[O:22]. The yield is 0.490. (2) The reactants are [NH2:1][C:2]1[NH:6][N:5]=[C:4]([NH:7][C:8]2[CH:13]=[CH:12][C:11]([CH:14]([CH3:16])[CH3:15])=[CH:10][CH:9]=2)[C:3]=1[C:17]([NH2:19])=[O:18].[OH:20][C:21]1[CH:28]=[CH:27][C:24]([CH:25]=O)=[CH:23][CH:22]=1.N1CCCCC1. The catalyst is C(O)C. The product is [OH:20][C:21]1[CH:28]=[CH:27][C:24]([CH:25]=[N:1][C:2]2[NH:6][N:5]=[C:4]([NH:7][C:8]3[CH:9]=[CH:10][C:11]([CH:14]([CH3:16])[CH3:15])=[CH:12][CH:13]=3)[C:3]=2[C:17]([NH2:19])=[O:18])=[CH:23][CH:22]=1. The yield is 0.970. (3) The reactants are [F:1][C:2]1[C:7]([CH3:8])=[CH:6][CH:5]=[C:4]([OH:9])[CH:3]=1.F[C:11]1[CH:18]=[CH:17][C:14]([CH:15]=[O:16])=[CH:13][CH:12]=1.C([O-])([O-])=O.[K+].[K+]. The catalyst is CN(C=O)C.O. The product is [F:1][C:2]1[CH:3]=[C:4]([O:9][C:11]2[CH:18]=[CH:17][C:14]([CH:15]=[O:16])=[CH:13][CH:12]=2)[CH:5]=[CH:6][C:7]=1[CH3:8]. The yield is 0.601. (4) The reactants are [C:1]([Si:5]([CH3:8])([CH3:7])Cl)([CH3:4])([CH3:3])[CH3:2].N1C=CN=C1.[Cl:14][C:15]1[CH:16]=[C:17]([C:27]([C:29]2[CH:34]=[CH:33][C:32]([Cl:35])=[C:31]([O:36][CH3:37])[N:30]=2)=[O:28])[CH:18]=[CH:19][C:20]=1[O:21][CH2:22][CH2:23][CH2:24][CH2:25][OH:26].[Cl-].[NH4+]. The catalyst is CN(C)C=O. The product is [Si:5]([O:26][CH2:25][CH2:24][CH2:23][CH2:22][O:21][C:20]1[CH:19]=[CH:18][C:17]([C:27]([C:29]2[CH:34]=[CH:33][C:32]([Cl:35])=[C:31]([O:36][CH3:37])[N:30]=2)=[O:28])=[CH:16][C:15]=1[Cl:14])([C:1]([CH3:4])([CH3:3])[CH3:2])([CH3:8])[CH3:7]. The yield is 0.760. (5) The reactants are [CH:1]([C:3]1[CH:8]=[CH:7][C:6](B(O)O)=[CH:5][CH:4]=1)=[CH2:2].Cl[C:13]1[CH:18]=[CH:17][C:16]([C:19]2[CH:24]=[CH:23][N:22]=[CH:21][CH:20]=2)=[CH:15][CH:14]=1.F[K].C(P)(C)(C)C.P(C(C)(C)C)(C(C)(C)C)C(C)(C)C. The catalyst is C(=CC(C=CC1C=CC=CC=1)=O)C1C=CC=CC=1.C(=CC(C=CC1C=CC=CC=1)=O)C1C=CC=CC=1.C(=CC(C=CC1C=CC=CC=1)=O)C1C=CC=CC=1.[Pd].O1CCOCC1. The product is [CH:1]([C:3]1[CH:8]=[CH:7][C:6]([C:13]2[CH:14]=[CH:15][C:16]([C:19]3[CH:20]=[CH:21][N:22]=[CH:23][CH:24]=3)=[CH:17][CH:18]=2)=[CH:5][CH:4]=1)=[CH2:2]. The yield is 0.500.